From a dataset of Reaction yield outcomes from USPTO patents with 853,638 reactions. Predict the reaction yield, written as a fraction of the theoretical maximum amount of product (1.0 means a 100% yield; for example, 0.34 means a 34% yield). (1) The reactants are [C:1]([C:4]1[CH:9]=[CH:8][C:7]([C:10]2[CH:15]=[CH:14][N:13]([CH2:16][CH2:17][C:18]([CH3:27])([S:23]([CH3:26])(=[O:25])=[O:24])[C:19]([NH:21][OH:22])=[O:20])[C:12](=[O:28])[CH:11]=2)=[CH:6][CH:5]=1)(=O)[CH3:2].Cl.[CH3:30][O:31][NH2:32].C([O-])(=O)C.[Na+]. The catalyst is C(O)C. The product is [OH:22][NH:21][C:19](=[O:20])[C:18]([CH3:27])([S:23]([CH3:26])(=[O:25])=[O:24])[CH2:17][CH2:16][N:13]1[CH:14]=[CH:15][C:10]([C:7]2[CH:8]=[CH:9][C:4](/[C:1](=[N:32]/[O:31][CH3:30])/[CH3:2])=[CH:5][CH:6]=2)=[CH:11][C:12]1=[O:28]. The yield is 0.807. (2) The reactants are [NH2:1][C:2]1[N:7]=[CH:6][N:5]=[C:4]2[N:8]([CH:12]([C:14]3[CH:21]=[C:20]([Cl:22])[C:17]([C:18]#[N:19])=[C:16]([CH:23]4[CH2:26][NH:25][CH2:24]4)[C:15]=3[O:27][CH3:28])[CH3:13])[N:9]=[C:10]([CH3:11])[C:3]=12.[CH3:29][C@H:30]1[CH2:32][O:31]1. The catalyst is C(O)C. The product is [NH2:1][C:2]1[N:7]=[CH:6][N:5]=[C:4]2[N:8]([CH:12]([C:14]3[CH:21]=[C:20]([Cl:22])[C:17]([C:18]#[N:19])=[C:16]([CH:23]4[CH2:24][N:25]([CH2:29][C@@H:30]([OH:31])[CH3:32])[CH2:26]4)[C:15]=3[O:27][CH3:28])[CH3:13])[N:9]=[C:10]([CH3:11])[C:3]=12. The yield is 0.260. (3) The reactants are [SH:1][C:2]1[CH:10]=[CH:9][CH:8]=[CH:7][C:3]=1[C:4]([OH:6])=[O:5].[H-].[Na+].F[C:14]1[CH:19]=[CH:18][CH:17]=[CH:16][C:15]=1[N+:20]([O-:22])=[O:21].[CH3:23]I. The catalyst is CC(N(C)C)=O. The product is [N+:20]([C:15]1[CH:16]=[CH:17][CH:18]=[CH:19][C:14]=1[S:1][C:2]1[CH:10]=[CH:9][CH:8]=[CH:7][C:3]=1[C:4]([O:6][CH3:23])=[O:5])([O-:22])=[O:21]. The yield is 0.760. (4) The reactants are [CH3:1][O:2][C:3]12[CH2:10][CH2:9][C:6](C(O)=O)([CH2:7][CH2:8]1)[CH2:5][CH2:4]2.CC[N:16]([CH:20](C)C)C(C)C.C1(P(N=[N+]=[N-])(C2C=CC=CC=2)=[O:30])C=CC=CC=1.[C:40]1([CH2:46][OH:47])[CH:45]=[CH:44][CH:43]=[CH:42][CH:41]=1. The catalyst is O1CCOCC1. The product is [CH3:1][O:2][C:3]12[CH2:4][CH2:5][C:6]([NH:16][C:20](=[O:30])[O:47][CH2:46][C:40]3[CH:45]=[CH:44][CH:43]=[CH:42][CH:41]=3)([CH2:7][CH2:8]1)[CH2:9][CH2:10]2. The yield is 0.960. (5) The reactants are [Cl:1][C:2]1[C:3]([O:44][CH3:45])=[CH:4][CH:5]=[C:6]2[C:11]=1[N:10]=[C:9]([N:12]1[CH:16]=[CH:15][C:14]([C:17]([F:20])([F:19])[F:18])=[N:13]1)[CH:8]=[C:7]2[O:21][C@@H:22]1[CH2:26][N:25](C(OC(C)(C)C)=O)[C@H:24]([C:34](=[O:43])[N:35]([CH2:37][CH2:38][CH2:39][CH2:40][CH:41]=[CH2:42])[CH3:36])[CH2:23]1.C(C1(S(N)(=O)=O)CC1)#C. No catalyst specified. The product is [Cl:1][C:2]1[C:3]([O:44][CH3:45])=[CH:4][CH:5]=[C:6]2[C:11]=1[N:10]=[C:9]([N:12]1[CH:16]=[CH:15][C:14]([C:17]([F:18])([F:19])[F:20])=[N:13]1)[CH:8]=[C:7]2[O:21][C@@H:22]1[CH2:26][NH:25][C@H:24]([C:34]([N:35]([CH2:37][CH2:38][CH2:39][CH2:40][CH:41]=[CH2:42])[CH3:36])=[O:43])[CH2:23]1. The yield is 1.00. (6) The reactants are [CH2:1]([NH2:11])[C:2]1[CH:10]=[CH:9][C:8]2[O:7][CH2:6][O:5][C:4]=2[CH:3]=1.C([N:14]([CH2:17][CH3:18])CC)C.[C:19]1([C:28](Cl)=[O:29])[CH:24]=[CH:23][CH:22]=[C:21]([C:25](Cl)=[O:26])[CH:20]=1. The catalyst is C(Cl)Cl.Cl. The product is [O:7]1[C:8]2[CH:9]=[CH:10][C:2]([CH2:1][NH:11][C:28](=[O:29])[C:19]3[CH:24]=[CH:23][CH:22]=[C:21]([C:25]([NH:14][CH2:17][C:18]4[CH:2]=[CH:3][C:4]5[O:5][CH2:6][O:7][C:8]=5[CH:9]=4)=[O:26])[CH:20]=3)=[CH:3][C:4]=2[O:5][CH2:6]1. The yield is 0.870.